Task: Predict which catalyst facilitates the given reaction.. Dataset: Catalyst prediction with 721,799 reactions and 888 catalyst types from USPTO (1) Reactant: [NH:1]1[C:9]2[C:4](=[CH:5][CH:6]=[CH:7][CH:8]=2)[C:3]([C:10]([OH:12])=[O:11])=[CH:2]1.[C:13]([O-])(=[O:15])[CH3:14].[Na+]. Product: [C:13]([N:1]1[C:9]2[C:4](=[CH:5][CH:6]=[CH:7][CH:8]=2)[C:3]([C:10]([OH:12])=[O:11])=[CH:2]1)(=[O:15])[CH3:14]. The catalyst class is: 152. (2) Reactant: Cl.[NH2:2][C:3]1[C:4]([OH:9])=[N:5][CH:6]=[N:7][CH:8]=1.C(N(CC)CC)C.[CH3:17][O:18][C:19]1[C:20](=O)[C:21](=[O:25])[C:22]=1[O:23]C. Product: [OH:9][C:4]1[C:3]([NH:2][C:20]2[C:21](=[O:25])[C:22](=[O:23])[C:19]=2[O:18][CH3:17])=[CH:8][N:7]=[CH:6][N:5]=1. The catalyst class is: 5. (3) Reactant: [CH2:1]([O:3][P:4]([CH2:9][O:10][CH2:11][CH2:12]Cl)(=[O:8])[O:5][CH2:6][CH3:7])[CH3:2].[N-:14]=[N+:15]=[N-:16].[Na+]. Product: [CH2:1]([O:3][P:4]([CH2:9][O:10][CH2:11][CH2:12][N:14]=[N+:15]=[N-:16])(=[O:8])[O:5][CH2:6][CH3:7])[CH3:2]. The catalyst class is: 596. (4) Reactant: [N:1]1[CH:6]=[CH:5][CH:4]=[C:3]([NH2:7])[N:2]=1.C[C:9]([N:11]([CH3:13])[CH3:12])=O. Product: [CH3:9][N:11]([CH3:13])[CH:12]=[N:7][C:3]1[N:2]=[N:1][CH:6]=[CH:5][CH:4]=1. The catalyst class is: 3. (5) Reactant: [OH:1][C:2]1[CH:9]=[CH:8][C:5]([CH:6]=[O:7])=[CH:4][C:3]=1[N+:10]([O-:12])=[O:11].C(=O)([O-])[O-].[K+].[K+].Br[CH:20]([CH3:22])[CH3:21].[I-].[Na+]. Product: [CH:20]([O:1][C:2]1[CH:9]=[CH:8][C:5]([CH:6]=[O:7])=[CH:4][C:3]=1[N+:10]([O-:12])=[O:11])([CH3:22])[CH3:21]. The catalyst class is: 145.